Task: Predict the reaction yield, written as a fraction of the theoretical maximum amount of product (1.0 means a 100% yield; for example, 0.34 means a 34% yield).. Dataset: Reaction yield outcomes from USPTO patents with 853,638 reactions (1) The reactants are [CH2:1]([O:3][C:4]1[CH:5]=[C:6]([CH:10]=[CH:11][C:12]=1[O:13][CH2:14][CH3:15])[C:7]([OH:9])=O)[CH3:2].O[NH:17][C:18]([C:20]1[CH:21]=[CH:22][C:23]2[O:27][C:26]([CH2:28][OH:29])=[CH:25][C:24]=2[CH:30]=1)=[NH:19].C(N=C=NCCCN(C)C)C.[F-].C([N+](CCCC)(CCCC)CCCC)CCC. The catalyst is CS(C)=O.O1CCCC1. The product is [CH2:1]([O:3][C:4]1[CH:5]=[C:6]([C:7]2[O:9][N:19]=[C:18]([C:20]3[CH:21]=[CH:22][C:23]4[O:27][C:26]([CH2:28][OH:29])=[CH:25][C:24]=4[CH:30]=3)[N:17]=2)[CH:10]=[CH:11][C:12]=1[O:13][CH2:14][CH3:15])[CH3:2]. The yield is 0.340. (2) The reactants are [CH:1]([C:3]1[N:4]([CH2:9][C:10]([O:12][CH2:13][CH3:14])=[O:11])[CH:5]=[C:6](I)[CH:7]=1)=[O:2].P([O-])([O-])([O-])=O.[K+].[K+].[K+].[C:23]1(B(O)O)[CH:28]=[CH:27][CH:26]=[CH:25][CH:24]=1. The catalyst is CN(C)C=O.C1C=CC(P(C2C=CC=CC=2)C2C=CC=CC=2)=CC=1.C1C=CC(P(C2C=CC=CC=2)C2C=CC=CC=2)=CC=1.Cl[Pd]Cl. The product is [CH:1]([C:3]1[N:4]([CH2:9][C:10]([O:12][CH2:13][CH3:14])=[O:11])[CH:5]=[C:6]([C:23]2[CH:28]=[CH:27][CH:26]=[CH:25][CH:24]=2)[CH:7]=1)=[O:2]. The yield is 0.270. (3) The reactants are [Cl:1][C:2]1[N:11]=[C:10](Cl)[C:9]2[C:4](=[CH:5][C:6]([I:13])=[CH:7][CH:8]=2)[N:3]=1.[NH2:14][CH2:15][C:16]1[CH:21]=[CH:20][C:19]([NH:22][C:23](=[O:31])[C:24]2[CH:29]=[CH:28][C:27]([Cl:30])=[N:26][CH:25]=2)=[CH:18][CH:17]=1. No catalyst specified. The product is [Cl:30][C:27]1[CH:28]=[CH:29][C:24]([C:23]([NH:22][C:19]2[CH:20]=[CH:21][C:16]([CH2:15][NH:14][C:10]3[C:9]4[C:4](=[CH:5][C:6]([I:13])=[CH:7][CH:8]=4)[N:3]=[C:2]([Cl:1])[N:11]=3)=[CH:17][CH:18]=2)=[O:31])=[CH:25][N:26]=1. The yield is 0.850. (4) The reactants are [OH:1][C@H:2]1[CH2:7][CH2:6][C@H:5]([N:8]2[C:13](=[O:14])[C:12]([CH2:15][C:16]3[CH:21]=[CH:20][C:19]([C:22]4[C:23]([C:28]#[N:29])=[CH:24][CH:25]=[CH:26][CH:27]=4)=[CH:18][CH:17]=3)=[C:11]([CH2:30][CH2:31][CH3:32])[N:10]3[N:33]=[C:34]([CH3:36])[N:35]=[C:9]23)[CH2:4][CH2:3]1.[CH3:37][S:38]([CH3:40])=O.C(OC(=O)C)(=O)C. The catalyst is O. The product is [CH3:36][C:34]1[N:35]=[C:9]2[N:8]([C@H:5]3[CH2:6][CH2:7][C@H:2]([O:1][CH2:37][S:38][CH3:40])[CH2:3][CH2:4]3)[C:13](=[O:14])[C:12]([CH2:15][C:16]3[CH:21]=[CH:20][C:19]([C:22]4[C:23]([C:28]#[N:29])=[CH:24][CH:25]=[CH:26][CH:27]=4)=[CH:18][CH:17]=3)=[C:11]([CH2:30][CH2:31][CH3:32])[N:10]2[N:33]=1. The yield is 0.490.